Dataset: Full USPTO retrosynthesis dataset with 1.9M reactions from patents (1976-2016). Task: Predict the reactants needed to synthesize the given product. Given the product [NH2:21][C@@H:22]([CH2:23][S:24][CH:9]([C:10]1[CH:14]=[CH:13][S:12][CH:11]=1)[CH2:8][C:4]1[O:3][C:2]([CH3:1])([C:15]2[CH:20]=[CH:19][CH:18]=[CH:17][CH:16]=2)[C:6](=[O:7])[CH:5]=1)[C:25]([OH:27])=[O:26], predict the reactants needed to synthesize it. The reactants are: [CH3:1][C:2]1([C:15]2[CH:20]=[CH:19][CH:18]=[CH:17][CH:16]=2)[C:6](=[O:7])[CH:5]=[C:4](/[CH:8]=[CH:9]/[C:10]2[CH:14]=[CH:13][S:12][CH:11]=2)[O:3]1.[NH2:21][C@H:22]([C:25]([OH:27])=[O:26])[CH2:23][SH:24].